From a dataset of Reaction yield outcomes from USPTO patents with 853,638 reactions. Predict the reaction yield, written as a fraction of the theoretical maximum amount of product (1.0 means a 100% yield; for example, 0.34 means a 34% yield). (1) The reactants are [CH:1](I)([CH3:3])[CH3:2].[F:5][C:6]([F:18])([F:17])[C:7]1[C:11]([C:12]([O:14][CH2:15][CH3:16])=[O:13])=[CH:10][NH:9][N:8]=1.CCN(C(C)C)C(C)C. The catalyst is CN(C=O)C.C(OCC)(=O)C.CN(C)C1C=CN=CC=1. The product is [CH:1]([N:9]1[CH:10]=[C:11]([C:12]([O:14][CH2:15][CH3:16])=[O:13])[C:7]([C:6]([F:5])([F:17])[F:18])=[N:8]1)([CH3:3])[CH3:2]. The yield is 0.440. (2) The reactants are [CH3:1][O:2][C:3]1[C:18]([N+:19]([O-])=O)=[CH:17][C:6]2[N:7]([CH3:16])[C:8](=[O:15])[CH2:9][N:10]([CH2:12][C:13]#[N:14])[CH2:11][C:5]=2[CH:4]=1.O.NN.C(O)C. The catalyst is [Pd]. The product is [NH2:19][C:18]1[C:3]([O:2][CH3:1])=[CH:4][C:5]2[CH2:11][N:10]([CH2:12][C:13]#[N:14])[CH2:9][C:8](=[O:15])[N:7]([CH3:16])[C:6]=2[CH:17]=1. The yield is 0.160.